Dataset: Forward reaction prediction with 1.9M reactions from USPTO patents (1976-2016). Task: Predict the product of the given reaction. Given the reactants [OH:1][CH:2]1[CH2:7][CH2:6][CH:5]([NH:8][C:9](=[O:15])[O:10][C:11]([CH3:14])([CH3:13])[CH3:12])[CH2:4][CH2:3]1.C(N(CC)CC)C.[CH3:23][S:24](Cl)(=[O:26])=[O:25].O, predict the reaction product. The product is: [CH3:23][S:24]([O:1][CH:2]1[CH2:7][CH2:6][CH:5]([NH:8][C:9](=[O:15])[O:10][C:11]([CH3:12])([CH3:14])[CH3:13])[CH2:4][CH2:3]1)(=[O:26])=[O:25].